This data is from Full USPTO retrosynthesis dataset with 1.9M reactions from patents (1976-2016). The task is: Predict the reactants needed to synthesize the given product. (1) Given the product [CH2:30]([N:27]1[CH2:28][CH2:29][C:22]2([S:21][C:20]([C:17]3[NH:18][C:19]4[C:15]([CH:16]=3)=[CH:14][CH:13]=[CH:12][C:11]=4[N:2]([CH3:1])[S:3]([C:6]3[S:7][CH:8]=[CH:9][CH:10]=3)(=[O:4])=[O:5])=[N:24][CH2:23]2)[CH2:25][CH2:26]1)[CH3:31], predict the reactants needed to synthesize it. The reactants are: [CH3:1][N:2]([C:11]1[CH:12]=[CH:13][CH:14]=[C:15]2[C:19]=1[NH:18][C:17]([C:20]1[S:21][C:22]3([CH2:29][CH2:28][NH:27][CH2:26][CH2:25]3)[CH2:23][N:24]=1)=[CH:16]2)[S:3]([C:6]1[S:7][CH:8]=[CH:9][CH:10]=1)(=[O:5])=[O:4].[CH:30](=O)[CH3:31].C(O[BH-](OC(=O)C)OC(=O)C)(=O)C.[Na+].O. (2) Given the product [Cl:18][C:3]1[C:2]2[N:1]=[C:23]([CH2:22][O:24][CH2:25][CH3:26])[N:12]([CH2:13][C:14]([CH3:16])([CH3:15])[OH:17])[C:11]=2[C:10]2[CH:9]=[CH:8][CH:7]=[CH:6][C:5]=2[N:4]=1, predict the reactants needed to synthesize it. The reactants are: [NH2:1][C:2]1[C:3]([Cl:18])=[N:4][C:5]2[C:10]([C:11]=1[NH:12][CH2:13][C:14]([OH:17])([CH3:16])[CH3:15])=[CH:9][CH:8]=[CH:7][CH:6]=2.C(#N)C.[CH2:22]([O:24][CH2:25][C:26](Cl)=O)[CH3:23].C1(C)C=CC(S(O)(=O)=O)=CC=1. (3) Given the product [F:15][C:16]1[CH:21]=[CH:20][C:19]([CH2:22][O:1][C:2]2[N:6]([C:7]3[CH:12]=[C:11]([C:13]#[N:14])[CH:10]=[CH:9][N:8]=3)[N:5]=[CH:4][CH:3]=2)=[C:18]([CH3:24])[CH:17]=1, predict the reactants needed to synthesize it. The reactants are: [OH:1][C:2]1[N:6]([C:7]2[CH:12]=[C:11]([C:13]#[N:14])[CH:10]=[CH:9][N:8]=2)[N:5]=[CH:4][CH:3]=1.[F:15][C:16]1[CH:21]=[CH:20][C:19]([CH2:22]O)=[C:18]([CH3:24])[CH:17]=1.